This data is from Full USPTO retrosynthesis dataset with 1.9M reactions from patents (1976-2016). The task is: Predict the reactants needed to synthesize the given product. Given the product [C:17]([N:14]1[CH2:13][CH2:12][N:11]([C:3]2[CH:4]=[CH:5][C:6]([N+:8]([O-:10])=[O:9])=[CH:7][C:2]=2[NH:1][C:33]2[CH:38]=[CH:37][CH:36]=[CH:35][CH:34]=2)[CH2:16][CH2:15]1)(=[O:18])[C:19]1[CH:20]=[CH:21][CH:22]=[CH:23][CH:24]=1, predict the reactants needed to synthesize it. The reactants are: [NH2:1][C:2]1[CH:7]=[C:6]([N+:8]([O-:10])=[O:9])[CH:5]=[CH:4][C:3]=1[N:11]1[CH2:16][CH2:15][N:14]([C:17]([C:19]2[CH:24]=[CH:23][CH:22]=[CH:21][CH:20]=2)=[O:18])[CH2:13][CH2:12]1.P([O-])([O-])([O-])=O.[K+].[K+].[K+].[C:33]1(B(O)O)[CH:38]=[CH:37][CH:36]=[CH:35][CH:34]=1.